Dataset: Forward reaction prediction with 1.9M reactions from USPTO patents (1976-2016). Task: Predict the product of the given reaction. (1) Given the reactants BrCCBr.Cl[Si](C)(C)C.I[CH:11]1[CH2:14][N:13]([C:15]([O:17][CH2:18][C:19]2[CH:24]=[CH:23][CH:22]=[CH:21][CH:20]=2)=[O:16])[CH2:12]1.[Cl:25][C:26]1[C:27]([CH3:39])=[C:28](I)[C:29]([O:35][CH2:36][CH3:37])=[C:30]([C:32](=[O:34])[CH3:33])[CH:31]=1, predict the reaction product. The product is: [C:32]([C:30]1[C:29]([O:35][CH2:36][CH3:37])=[C:28]([CH:11]2[CH2:14][N:13]([C:15]([O:17][CH2:18][C:19]3[CH:24]=[CH:23][CH:22]=[CH:21][CH:20]=3)=[O:16])[CH2:12]2)[C:27]([CH3:39])=[C:26]([Cl:25])[CH:31]=1)(=[O:34])[CH3:33]. (2) Given the reactants [CH2:1]([C:3]1[N:4]=[CH:5][C:6]([N:9]2[CH2:14][CH2:13][CH:12]([OH:15])[CH2:11][CH2:10]2)=[N:7][CH:8]=1)[CH3:2].CC(OI1(OC(C)=O)(OC(C)=O)OC(=O)C2C=CC=CC1=2)=O, predict the reaction product. The product is: [CH2:1]([C:3]1[N:4]=[CH:5][C:6]([N:9]2[CH2:14][CH2:13][C:12](=[O:15])[CH2:11][CH2:10]2)=[N:7][CH:8]=1)[CH3:2]. (3) Given the reactants [F:1][C:2]1[CH:3]=[C:4]([CH:17]=[CH:18][CH:19]=1)[O:5][CH:6]([C:8]1[CH:16]=[CH:15][C:11]([C:12]([OH:14])=O)=[CH:10][CH:9]=1)[CH3:7].Cl.C(N=C=NCCCN(C)C)C.ON1C2C=CC=CC=2N=N1.[NH2:42][CH2:43][C:44]1[C:45]([OH:52])=[N:46][C:47]([CH3:51])=[CH:48][C:49]=1[CH3:50], predict the reaction product. The product is: [F:1][C:2]1[CH:3]=[C:4]([CH:17]=[CH:18][CH:19]=1)[O:5][CH:6]([C:8]1[CH:9]=[CH:10][C:11]([C:12]([NH:42][CH2:43][C:44]2[C:45]([OH:52])=[N:46][C:47]([CH3:51])=[CH:48][C:49]=2[CH3:50])=[O:14])=[CH:15][CH:16]=1)[CH3:7]. (4) Given the reactants [NH2:1][C@H:2]([C:10]([OH:12])=[O:11])[CH2:3][CH2:4][CH2:5][NH:6][C:7](=[NH:9])[NH2:8].N[C@H:14]([C:22]([OH:24])=O)[CH2:15][CH2:16][CH2:17]NC(N)=O.CN=C(N[CH2:30][CH2:31]C[C@H](N)C(O)=O)N.CN(C(N)=NCCC[C@H](N)C(O)=O)C.CNC(NCCC[C@H](N)C(O)=O)=NC, predict the reaction product. The product is: [NH:1]([C:22]([C:14]1[CH:15]=[CH:16][CH:17]=[CH:31][CH:30]=1)=[O:24])[C@H:2]([C:10]([OH:12])=[O:11])[CH2:3][CH2:4][CH2:5][NH:6][C:7](=[NH:8])[NH2:9].